Dataset: Forward reaction prediction with 1.9M reactions from USPTO patents (1976-2016). Task: Predict the product of the given reaction. (1) Given the reactants [CH3:1][N:2]([CH:10]1[CH2:14][CH2:13][N:12]([C:15]([C:17]2[CH:18]=[C:19]3[C:23](=[CH:24][CH:25]=2)[NH:22][C:21]([C:26]2[C:35](=[O:36])[NH:34][C:33]4[C:28](=[CH:29][CH:30]=[CH:31][CH:32]=4)[N:27]=2)=[C:20]3[N+:37]([O-:39])=[O:38])=[O:16])[CH2:11]1)C(=O)OC(C)(C)C.C(O)(C(F)(F)F)=O.C([O-])(O)=O.[Na+], predict the reaction product. The product is: [CH3:1][NH:2][CH:10]1[CH2:14][CH2:13][N:12]([C:15]([C:17]2[CH:18]=[C:19]3[C:23](=[CH:24][CH:25]=2)[NH:22][C:21]([C:26]2[C:35](=[O:36])[NH:34][C:33]4[C:28]([N:27]=2)=[CH:29][CH:30]=[CH:31][CH:32]=4)=[C:20]3[N+:37]([O-:39])=[O:38])=[O:16])[CH2:11]1. (2) Given the reactants Cl[C:2]1[CH:38]=[CH:37][C:5]([C:6]([NH:8][C:9]2[CH:14]=[C:13]([C:15]([N:17]3[CH2:22][CH2:21][C@H:20]([C:23]4[CH:28]=[CH:27][C:26]([C:29]5[N:33]([CH3:34])[N:32]=[CH:31][CH:30]=5)=[CH:25][CH:24]=4)[C@@H:19]([CH3:35])[CH2:18]3)=[O:16])[CH:12]=[CH:11][C:10]=2[CH3:36])=[O:7])=[CH:4][N:3]=1.[CH:39]([NH2:42])([CH3:41])[CH3:40], predict the reaction product. The product is: [CH:39]([NH:42][C:2]1[CH:38]=[CH:37][C:5]([C:6]([NH:8][C:9]2[CH:14]=[C:13]([C:15]([N:17]3[CH2:22][CH2:21][C@H:20]([C:23]4[CH:28]=[CH:27][C:26]([C:29]5[N:33]([CH3:34])[N:32]=[CH:31][CH:30]=5)=[CH:25][CH:24]=4)[C@@H:19]([CH3:35])[CH2:18]3)=[O:16])[CH:12]=[CH:11][C:10]=2[CH3:36])=[O:7])=[CH:4][N:3]=1)([CH3:41])[CH3:40]. (3) The product is: [CH3:7][O:8][C:9](=[O:35])/[CH:10]=[CH:11]/[C:12]1[CH:13]=[CH:14][C:15]([C:18]2[CH:23]=[CH:22][C:21]([O:24][CH2:38][CH2:39][N:40]3[CH2:45][CH2:44][O:43][CH2:42][CH2:41]3)=[C:20]([C:25]34[CH2:34][CH:29]5[CH2:30][CH:31]([CH2:33][CH:27]([CH2:28]5)[CH2:26]3)[CH2:32]4)[CH:19]=2)=[CH:16][CH:17]=1. Given the reactants C([O-])([O-])=O.[K+].[K+].[CH3:7][O:8][C:9](=[O:35])/[CH:10]=[CH:11]/[C:12]1[CH:17]=[CH:16][C:15]([C:18]2[CH:23]=[CH:22][C:21]([OH:24])=[C:20]([C:25]34[CH2:34][CH:29]5[CH2:30][CH:31]([CH2:33][CH:27]([CH2:28]5)[CH2:26]3)[CH2:32]4)[CH:19]=2)=[CH:14][CH:13]=1.Cl.Cl[CH2:38][CH2:39][N:40]1[CH2:45][CH2:44][O:43][CH2:42][CH2:41]1, predict the reaction product. (4) Given the reactants FC1C=C(F)C=CC=1C(Cl)=O.[Cl:12][C:13]1[CH:19]=[C:18]([O:20][C:21]2[C:30]3[C:25](=[CH:26][C:27]([O:33][CH3:34])=[C:28]([O:31][CH3:32])[CH:29]=3)[N:24]=[CH:23][CH:22]=2)[CH:17]=[CH:16][C:14]=1[NH2:15].[F:35][C:36]1[CH:41]=[C:40]([F:42])[CH:39]=[CH:38][C:37]=1[C:43]([N:45]=[C:46]=[S:47])=[O:44], predict the reaction product. The product is: [F:35][C:36]1[CH:41]=[C:40]([F:42])[CH:39]=[CH:38][C:37]=1[C:43]([N:45]=[C:46]=[S:47])=[O:44].[Cl:12][C:13]1[CH:19]=[C:18]([O:20][C:21]2[C:30]3[C:25](=[CH:26][C:27]([O:33][CH3:34])=[C:28]([O:31][CH3:32])[CH:29]=3)[N:24]=[CH:23][CH:22]=2)[CH:17]=[CH:16][C:14]=1[NH:15][C:46]([NH:45][C:43](=[O:44])[C:37]1[CH:38]=[CH:39][C:40]([F:42])=[CH:41][C:36]=1[F:35])=[S:47]. (5) The product is: [Cl:1][C:2]1[C:7]([C:8]([F:10])([F:11])[F:9])=[CH:6][C:5]([N+:12]([O-:14])=[O:13])=[CH:4][C:3]=1[N:15]1[C:19](=[O:20])[N:18]([CH3:21])[N:17]=[N:16]1. Given the reactants [Cl:1][C:2]1[C:7]([C:8]([F:11])([F:10])[F:9])=[CH:6][C:5]([N+:12]([O-:14])=[O:13])=[CH:4][C:3]=1[N:15]1[C:19](=[O:20])[NH:18][N:17]=[N:16]1.[CH3:21]N(C=O)C.C([O-])([O-])=O.[K+].[K+].IC, predict the reaction product. (6) Given the reactants Br[C:2]1[N:6]2[CH:7]=[CH:8][C:9]([C:11]([F:14])([F:13])[F:12])=[N:10][C:5]2=[N:4][CH:3]=1.[F:15][C:16]1[CH:21]=[CH:20][C:19](B2OC(C)(C)C(C)(C)O2)=[CH:18][C:17]=1[C:31]1[CH:36]=[CH:35][N:34]=[CH:33][CH:32]=1, predict the reaction product. The product is: [F:15][C:16]1[CH:21]=[CH:20][C:19]([C:2]2[N:6]3[CH:7]=[CH:8][C:9]([C:11]([F:14])([F:13])[F:12])=[N:10][C:5]3=[N:4][CH:3]=2)=[CH:18][C:17]=1[C:31]1[CH:32]=[CH:33][N:34]=[CH:35][CH:36]=1. (7) Given the reactants [C:1]1([C:7]2[C:15]3[C:10](=[CH:11][C:12]([C:16]([OH:18])=[O:17])=[CH:13][CH:14]=3)[NH:9][CH:8]=2)[CH2:6][CH2:5][CH2:4][CH2:3][CH:2]=1.CO, predict the reaction product. The product is: [CH:1]1([C:7]2[C:15]3[C:10](=[CH:11][C:12]([C:16]([OH:18])=[O:17])=[CH:13][CH:14]=3)[NH:9][CH:8]=2)[CH2:2][CH2:3][CH2:4][CH2:5][CH2:6]1. (8) Given the reactants [F:1][C:2]([F:15])([F:14])[C:3]1[C:11]([C:12]#[N:13])=[CH:10][CH:9]=[C:8]2[C:4]=1[CH:5]=[CH:6][NH:7]2.Br[CH2:17][C:18]([O:20][C:21]([CH3:24])([CH3:23])[CH3:22])=[O:19], predict the reaction product. The product is: [C:12]([C:11]1[C:3]([C:2]([F:14])([F:1])[F:15])=[C:4]2[C:8](=[CH:9][CH:10]=1)[N:7]([CH2:17][C:18]([O:20][C:21]([CH3:24])([CH3:23])[CH3:22])=[O:19])[CH:6]=[CH:5]2)#[N:13].